From a dataset of Catalyst prediction with 721,799 reactions and 888 catalyst types from USPTO. Predict which catalyst facilitates the given reaction. (1) Reactant: C([O-])([O-])=O.[K+].[K+].[ClH:7].Cl.Br[C:10]1[CH:11]=[C:12]([CH2:19][N:20]2[CH2:25][CH2:24][N:23]([CH3:26])[CH2:22][CH2:21]2)[CH:13]=[CH:14][C:15]=1[N+:16]([O-:18])=[O:17].Cl.[NH2:28][C:29]1[S:33][C:32]([C:34]([O:36][CH3:37])=[O:35])=[C:31]([O:38][C@@H:39]([C:41]2[CH:46]=[CH:45][CH:44]=[CH:43][C:42]=2[C:47]([F:50])([F:49])[F:48])[CH3:40])[CH:30]=1. Product: [ClH:7].[ClH:7].[CH3:26][N:23]1[CH2:24][CH2:25][N:20]([CH2:19][C:12]2[CH:13]=[CH:14][C:15]([N+:16]([O-:18])=[O:17])=[C:10]([NH:28][C:29]3[S:33][C:32]([C:34]([O:36][CH3:37])=[O:35])=[C:31]([O:38][C@@H:39]([C:41]4[CH:46]=[CH:45][CH:44]=[CH:43][C:42]=4[C:47]([F:50])([F:48])[F:49])[CH3:40])[CH:30]=3)[CH:11]=2)[CH2:21][CH2:22]1. The catalyst class is: 6. (2) Reactant: Cl[C:2]1[CH:7]=[C:6]([O:8][C:9]2[C:18]3[C:13](=[CH:14][CH:15]=[CH:16][CH:17]=3)[C:12]([NH:19][C:20](=[O:26])[O:21][C:22]([CH3:25])([CH3:24])[CH3:23])=[CH:11][CH:10]=2)[CH:5]=[CH:4][N:3]=1.[NH2:27][C:28]1[CH:29]=[C:30]([CH:42]=[C:43]([C:45]#[C:46][Si:47]([CH:54]([CH3:56])[CH3:55])([CH:51]([CH3:53])[CH3:52])[CH:48]([CH3:50])[CH3:49])[CH:44]=1)[C:31]([NH:33][CH2:34][CH2:35][N:36]1[CH2:41][CH2:40][O:39][CH2:38][CH2:37]1)=[O:32].C1C=CC(P(C2C(C3C(P(C4C=CC=CC=4)C4C=CC=CC=4)=CC=C4C=3C=CC=C4)=C3C(C=CC=C3)=CC=2)C2C=CC=CC=2)=CC=1.C([O-])([O-])=O.[Cs+].[Cs+]. Product: [O:39]1[CH2:38][CH2:37][N:36]([CH2:35][CH2:34][NH:33][C:31]([C:30]2[CH:29]=[C:28]([NH:27][C:2]3[CH:7]=[C:6]([O:8][C:9]4[C:18]5[C:13](=[CH:14][CH:15]=[CH:16][CH:17]=5)[C:12]([NH:19][C:20](=[O:26])[O:21][C:22]([CH3:24])([CH3:23])[CH3:25])=[CH:11][CH:10]=4)[CH:5]=[CH:4][N:3]=3)[CH:44]=[C:43]([C:45]#[C:46][Si:47]([CH:48]([CH3:50])[CH3:49])([CH:51]([CH3:53])[CH3:52])[CH:54]([CH3:55])[CH3:56])[CH:42]=2)=[O:32])[CH2:41][CH2:40]1. The catalyst class is: 62. (3) Reactant: [Br:1][C:2]1[CH:3]=[C:4](I)[C:5]([OH:8])=[N:6][CH:7]=1.[C:10]([C:12]1[CH:17]=[CH:16][C:15]([F:18])=[CH:14][CH:13]=1)#[CH:11].N#N.CCOCC. Product: [Br:1][C:2]1[CH:3]=[C:4]2[CH:11]=[C:10]([C:12]3[CH:17]=[CH:16][C:15]([F:18])=[CH:14][CH:13]=3)[O:8][C:5]2=[N:6][CH:7]=1. The catalyst class is: 337. (4) The catalyst class is: 7. Product: [Cl:1][C:2]1[C:3]([O:9][C:10]2[CH:15]=[C:14]([O:16][CH:17]([CH3:18])[CH3:19])[CH:13]=[CH:12][C:11]=2[CH2:20][CH2:21][CH2:22][O:23][C:25]2[C:30]([O:31][CH3:32])=[CH:29][CH:28]=[CH:27][C:26]=2[CH2:33][C:34]([OH:36])=[O:35])=[N:4][CH:5]=[C:6]([Cl:8])[CH:7]=1. Reactant: [Cl:1][C:2]1[C:3]([O:9][C:10]2[CH:15]=[C:14]([O:16][CH:17]([CH3:19])[CH3:18])[CH:13]=[CH:12][C:11]=2[CH2:20][CH2:21][CH2:22][OH:23])=[N:4][CH:5]=[C:6]([Cl:8])[CH:7]=1.O[C:25]1[C:30]([O:31][CH3:32])=[CH:29][CH:28]=[CH:27][C:26]=1[CH2:33][C:34]([O:36]C)=[O:35].C(P(CCCC)CCCC)CCC.N(C(N1CCCCC1)=O)=NC(N1CCCCC1)=O.O1CCCC1CO.[OH-].[Na+].Cl. (5) Reactant: [CH:1]1([C:7](O)=[O:8])[CH2:6][CH2:5][CH2:4][CH2:3][CH2:2]1.[Cl:10][C:11]1[C:16]([CH2:17][N:18]2[CH2:23][CH2:22][NH:21][C@@H:20]([CH3:24])[CH2:19]2)=[CH:15][CH:14]=[CH:13][C:12]=1[NH:25][C:26](=[O:35])[C:27]1[CH:32]=[CH:31][CH:30]=[C:29]([C:33]#[N:34])[CH:28]=1.CN(C(ON1N=NC2C=CC=NC1=2)=[N+](C)C)C.F[P-](F)(F)(F)(F)F.CCN(C(C)C)C(C)C. Product: [Cl:10][C:11]1[C:16]([CH2:17][N:18]2[CH2:23][CH2:22][N:21]([C:7]([CH:1]3[CH2:6][CH2:5][CH2:4][CH2:3][CH2:2]3)=[O:8])[C@@H:20]([CH3:24])[CH2:19]2)=[CH:15][CH:14]=[CH:13][C:12]=1[NH:25][C:26](=[O:35])[C:27]1[CH:32]=[CH:31][CH:30]=[C:29]([C:33]#[N:34])[CH:28]=1. The catalyst class is: 3.